Dataset: CYP1A2 inhibition data for predicting drug metabolism from PubChem BioAssay. Task: Regression/Classification. Given a drug SMILES string, predict its absorption, distribution, metabolism, or excretion properties. Task type varies by dataset: regression for continuous measurements (e.g., permeability, clearance, half-life) or binary classification for categorical outcomes (e.g., BBB penetration, CYP inhibition). Dataset: cyp1a2_veith. (1) The compound is COc1cc2cc3c4cc(OC)c(OC)cc4cc[n+]3c(C)c2cc1OC.O.[Cl-]. The result is 0 (non-inhibitor). (2) The molecule is Cl.Nc1cc(Cl)ccc1Oc1ccc(Cl)cc1. The result is 1 (inhibitor).